This data is from Forward reaction prediction with 1.9M reactions from USPTO patents (1976-2016). The task is: Predict the product of the given reaction. (1) Given the reactants [N+:1]([C:4]1[CH:9]=[CH:8][C:7]([N:10]2[CH:18]=[C:17]3[C:12]([C:13]([C:19]([NH2:21])=[O:20])=[CH:14][CH:15]=[CH:16]3)=[N:11]2)=[CH:6][CH:5]=1)([O-])=O.[ClH:22], predict the reaction product. The product is: [Cl-:22].[NH2:21][C:19]([C:13]1[C:12]2[C:17](=[CH:18][N:10]([C:7]3[CH:8]=[CH:9][C:4]([NH3+:1])=[CH:5][CH:6]=3)[N:11]=2)[CH:16]=[CH:15][CH:14]=1)=[O:20]. (2) Given the reactants [Cl:1][C:2]1[CH:7]=[CH:6][C:5]([C:8]2[C:12]([CH2:13][CH2:14][C:15](OC)=[O:16])=[CH:11][O:10][N:9]=2)=[CH:4][C:3]=1[F:19].[H-].C([Al+]CC(C)C)C(C)C.Cl, predict the reaction product. The product is: [Cl:1][C:2]1[CH:7]=[CH:6][C:5]([C:8]2[C:12]([CH2:13][CH2:14][CH2:15][OH:16])=[CH:11][O:10][N:9]=2)=[CH:4][C:3]=1[F:19]. (3) Given the reactants CCN(C(C)C)C(C)C.[C:10]([C:14]1[N:22]=[C:21]2[C:17]([N:18]=[CH:19][N:20]2[CH2:23][C:24]2[C:29]([Cl:30])=[CH:28][CH:27]=[CH:26][N:25]=2)=[C:16](Cl)[N:15]=1)([CH3:13])([CH3:12])[CH3:11].Cl.[F:33][C:34]([F:42])([F:41])[C:35]1([OH:40])[CH2:39][CH2:38][NH:37][CH2:36]1.O, predict the reaction product. The product is: [C:10]([C:14]1[N:22]=[C:21]2[C:17]([N:18]=[CH:19][N:20]2[CH2:23][C:24]2[C:29]([Cl:30])=[CH:28][CH:27]=[CH:26][N:25]=2)=[C:16]([N:37]2[CH2:38][CH2:39][C:35]([C:34]([F:42])([F:41])[F:33])([OH:40])[CH2:36]2)[N:15]=1)([CH3:13])([CH3:12])[CH3:11]. (4) Given the reactants N#N.[CH:3]([C:6]1[CH:11]=[CH:10][CH:9]=[C:8]([CH:12]([CH3:14])[CH3:13])[C:7]=1[N:15]1[CH:19]=[N:18][N:17]=[C:16]1[C:20]1[CH:25]=[CH:24][CH:23]=[CH:22][CH:21]=1)([CH3:5])[CH3:4].[Br:26]N1C(=O)CCC1=O.[Al].N1C=CN=N1.C([O-])([O-])=O.[Na+].[Na+], predict the reaction product. The product is: [Br:26][C:19]1[N:15]([C:7]2[C:8]([CH:12]([CH3:14])[CH3:13])=[CH:9][CH:10]=[CH:11][C:6]=2[CH:3]([CH3:4])[CH3:5])[C:16]([C:20]2[CH:21]=[CH:22][CH:23]=[CH:24][CH:25]=2)=[N:17][N:18]=1.